The task is: Predict the reaction yield, written as a fraction of the theoretical maximum amount of product (1.0 means a 100% yield; for example, 0.34 means a 34% yield).. This data is from Reaction yield outcomes from USPTO patents with 853,638 reactions. The reactants are [CH:1]([C:3]1[CH:4]=[CH:5][C:6]2[N:7]([C:9]([CH2:12][NH:13][C:14](=[O:20])[O:15][C:16]([CH3:19])([CH3:18])[CH3:17])=[N:10][N:11]=2)[N:8]=1)=O.Cl.[NH2:22][OH:23].[OH-].[Na+]. The catalyst is C1COCC1. The product is [OH:23]/[N:22]=[CH:1]/[C:3]1[CH:4]=[CH:5][C:6]2[N:7]([C:9]([CH2:12][NH:13][C:14](=[O:20])[O:15][C:16]([CH3:19])([CH3:18])[CH3:17])=[N:10][N:11]=2)[N:8]=1. The yield is 0.470.